This data is from Catalyst prediction with 721,799 reactions and 888 catalyst types from USPTO. The task is: Predict which catalyst facilitates the given reaction. (1) Reactant: [O:1]([C:8]1[CH:16]=[CH:15][C:11]([C:12]([OH:14])=O)=[CH:10][CH:9]=1)[C:2]1[CH:7]=[CH:6][CH:5]=[CH:4][CH:3]=1.C1(OP(Cl)(OC2C=CC=CC=2)=O)C=CC=CC=1.[NH2:34][C@@H:35]1[CH:40]2[CH2:41][CH2:42][N:37]([CH2:38][CH2:39]2)[CH2:36]1.CO. Product: [N:37]12[CH2:42][CH2:41][CH:40]([CH2:39][CH2:38]1)[C@@H:35]([NH:34][C:12](=[O:14])[C:11]1[CH:10]=[CH:9][C:8]([O:1][C:2]3[CH:3]=[CH:4][CH:5]=[CH:6][CH:7]=3)=[CH:16][CH:15]=1)[CH2:36]2. The catalyst class is: 2. (2) Reactant: [NH2:1][C:2]1[CH:3]=[C:4]([CH:21]=[CH:22][C:23]=1[S:24][CH3:25])[C:5]([NH:7][C:8]1[CH:9]=[N:10][C:11]([C:14]2[CH:19]=[CH:18][CH:17]=[CH:16][C:15]=2[F:20])=[CH:12][CH:13]=1)=[O:6].[N:26]1([CH2:32][C:33](O)=[O:34])[CH2:31][CH2:30][O:29][CH2:28][CH2:27]1.C1CN([P+](ON2N=NC3C=CC=CC2=3)(N2CCCC2)N2CCCC2)CC1.F[P-](F)(F)(F)(F)F.C(N(C(C)C)C(C)C)C. Product: [F:20][C:15]1[CH:16]=[CH:17][CH:18]=[CH:19][C:14]=1[C:11]1[N:10]=[CH:9][C:8]([NH:7][C:5](=[O:6])[C:4]2[CH:21]=[CH:22][C:23]([S:24][CH3:25])=[C:2]([NH:1][C:33](=[O:34])[CH2:32][N:26]3[CH2:31][CH2:30][O:29][CH2:28][CH2:27]3)[CH:3]=2)=[CH:13][CH:12]=1. The catalyst class is: 18. (3) Reactant: Cl.[F:2][C:3]([F:16])([F:15])[C:4]1[CH:14]=[CH:13][CH:12]=[CH:11][C:5]=1[CH2:6][CH:7]1[CH2:10][NH:9][CH2:8]1.Cl[C:18]1[N:23]=[N:22][C:21]([C:24]([O:26][CH3:27])=[O:25])=[CH:20][CH:19]=1.C(=O)([O-])[O-].[K+].[K+].OP([O-])(O)=O.[K+]. Product: [F:16][C:3]([F:2])([F:15])[C:4]1[CH:14]=[CH:13][CH:12]=[CH:11][C:5]=1[CH2:6][CH:7]1[CH2:8][N:9]([C:18]2[N:23]=[N:22][C:21]([C:24]([O:26][CH3:27])=[O:25])=[CH:20][CH:19]=2)[CH2:10]1. The catalyst class is: 12. (4) Reactant: C(O)(C(F)(F)F)=O.[CH3:8][O:9][C:10]1[CH:62]=[CH:61][C:13]([CH2:14][N:15]([CH2:52][C:53]2[CH:58]=[CH:57][C:56]([O:59][CH3:60])=[CH:55][CH:54]=2)[C:16]2[N:21]=[C:20]([CH3:22])[N:19]=[C:18]([C:23]3[CH:24]=[C:25]([CH2:38][N:39]4[CH2:44][CH2:43][N:42](C(OC(C)(C)C)=O)[CH2:41][CH2:40]4)[CH:26]=[N:27][C:28]=3[NH:29][C:30]3[CH:31]=[N:32][C:33]([O:36][CH3:37])=[N:34][CH:35]=3)[N:17]=2)=[CH:12][CH:11]=1.C(N(CC)CC)C.[CH3:70][S:71](Cl)(=[O:73])=[O:72]. Product: [CH3:8][O:9][C:10]1[CH:62]=[CH:61][C:13]([CH2:14][N:15]([CH2:52][C:53]2[CH:58]=[CH:57][C:56]([O:59][CH3:60])=[CH:55][CH:54]=2)[C:16]2[N:17]=[C:18]([C:23]3[C:28]([NH:29][C:30]4[CH:31]=[N:32][C:33]([O:36][CH3:37])=[N:34][CH:35]=4)=[N:27][CH:26]=[C:25]([CH2:38][N:39]4[CH2:44][CH2:43][N:42]([S:71]([CH3:70])(=[O:73])=[O:72])[CH2:41][CH2:40]4)[CH:24]=3)[N:19]=[C:20]([CH3:22])[N:21]=2)=[CH:12][CH:11]=1. The catalyst class is: 4. (5) Reactant: [CH3:1][O:2][C:3]1[C:8]([CH2:9][N:10]2[CH2:15][CH2:14][CH:13](/[CH:16]=[CH:17]/[C:18]3[CH:23]=[CH:22][CH:21]=[CH:20][C:19]=3[CH3:24])[CH2:12][CH2:11]2)=[CH:7][CH:6]=[CH:5][N:4]=1.[H][H]. Product: [CH3:1][O:2][C:3]1[C:8]([CH2:9][N:10]2[CH2:15][CH2:14][CH:13]([CH2:16][CH2:17][C:18]3[CH:23]=[CH:22][CH:21]=[CH:20][C:19]=3[CH3:24])[CH2:12][CH2:11]2)=[CH:7][CH:6]=[CH:5][N:4]=1. The catalyst class is: 178. (6) Reactant: [C:1]1([CH2:7][C:8]([N:10]2[CH2:18][C:17]3[C:12](=[CH:13][CH:14]=[C:15]([NH2:19])[CH:16]=3)[CH2:11]2)=[O:9])[CH:6]=[CH:5][CH:4]=[CH:3][CH:2]=1.O.ON1C2C=CC=CC=2N=N1.[F:31][C:32]([F:48])([F:47])[C:33]1[CH:38]=[CH:37][C:36]([C:39]2[CH2:43][CH2:42][CH2:41][C:40]=2[C:44](O)=[O:45])=[CH:35][CH:34]=1.CN(C)CCCN=C=NCC. Product: [C:1]1([CH2:7][C:8]([N:10]2[CH2:18][C:17]3[C:12](=[CH:13][CH:14]=[C:15]([NH:19][C:44]([C:40]4[CH2:41][CH2:42][CH2:43][C:39]=4[C:36]4[CH:35]=[CH:34][C:33]([C:32]([F:31])([F:47])[F:48])=[CH:38][CH:37]=4)=[O:45])[CH:16]=3)[CH2:11]2)=[O:9])[CH:2]=[CH:3][CH:4]=[CH:5][CH:6]=1. The catalyst class is: 42. (7) The catalyst class is: 12. Reactant: Cl[C:2]1[CH:7]=[C:6]([C:8]([OH:11])([CH3:10])[CH3:9])[CH:5]=[CH:4][N:3]=1.[CH3:12][C:13]1([CH3:29])[C:17]([CH3:19])([CH3:18])[O:16][B:15]([C:20]2[CH:28]=[CH:27][C:23]([C:24]([NH2:26])=[O:25])=[CH:22][CH:21]=2)[O:14]1.C([O-])([O-])=O.[Cs+].[Cs+]. Product: [OH:11][C:8]([C:6]1[CH:5]=[CH:4][N:3]=[C:2]([NH:26][C:24](=[O:25])[C:23]2[CH:22]=[CH:21][C:20]([B:15]3[O:14][C:13]([CH3:12])([CH3:29])[C:17]([CH3:19])([CH3:18])[O:16]3)=[CH:28][CH:27]=2)[CH:7]=1)([CH3:10])[CH3:9].